Task: Predict the reaction yield, written as a fraction of the theoretical maximum amount of product (1.0 means a 100% yield; for example, 0.34 means a 34% yield).. Dataset: Reaction yield outcomes from USPTO patents with 853,638 reactions (1) The reactants are [CH3:1][C:2]1[C:11]2[C:6](=[CH:7][CH:8]=[CH:9][CH:10]=2)[CH:5]=[N:4][C:3]=1[N:12]([CH2:27][C:28]1[CH:33]=[CH:32][C:31]([O:34][C:35]([F:38])([F:37])[F:36])=[CH:30][CH:29]=1)[S:13]([C:16]1[CH:26]=[CH:25][C:19]([C:20]([O:22]CC)=[O:21])=[CH:18][CH:17]=1)(=[O:15])=[O:14].[OH-].[Na+:40]. The catalyst is C(O)C. The product is [CH3:1][C:2]1[C:11]2[C:6](=[CH:7][CH:8]=[CH:9][CH:10]=2)[CH:5]=[N:4][C:3]=1[N:12]([CH2:27][C:28]1[CH:29]=[CH:30][C:31]([O:34][C:35]([F:38])([F:36])[F:37])=[CH:32][CH:33]=1)[S:13]([C:16]1[CH:17]=[CH:18][C:19]([C:20]([O-:22])=[O:21])=[CH:25][CH:26]=1)(=[O:15])=[O:14].[Na+:40]. The yield is 0.940. (2) The reactants are [F:1][C:2]([F:22])([CH:7]([O:11][C:12](=[O:21])[C:13]([F:20])([F:19])[CH:14]([OH:18])[CH:15]([CH3:17])[CH3:16])[CH:8]([CH3:10])[CH3:9])[C:3]([O:5][CH3:6])=[O:4].FC(F)([CH:41]([OH:45])[CH:42]([CH3:44])[CH3:43])C(OCC(F)(F)C(F)(F)C(F)(F)C(F)F)=O. No catalyst specified. The product is [F:1][C:2]([F:22])([CH:7]([O:11][C:12](=[O:21])[C:13]([F:19])([F:20])[CH:14]([O:18][C:41](=[O:45])[C:42]([CH3:44])=[CH2:43])[CH:15]([CH3:16])[CH3:17])[CH:8]([CH3:10])[CH3:9])[C:3]([O:5][CH3:6])=[O:4]. The yield is 0.490. (3) The reactants are [F:1][C:2]([F:21])([F:20])[C:3]1[CH:4]=[C:5]([C@H:13]2[O:17][C:16](=[O:18])[NH:15][C@H:14]2[CH3:19])[CH:6]=[C:7]([C:9]([F:12])([F:11])[F:10])[CH:8]=1.C[Si]([N-][Si](C)(C)C)(C)C.[Na+].[Cl:32][C:33]1[C:38]([CH2:39]Cl)=[N:37][CH:36]=[CH:35][N:34]=1. The catalyst is CN(C=O)C.C(OCC)(=O)C. The product is [F:21][C:2]([F:1])([F:20])[C:3]1[CH:4]=[C:5]([C@@H:13]2[O:17][C:16](=[O:18])[N:15]([CH2:39][C:38]3[C:33]([Cl:32])=[N:34][CH:35]=[CH:36][N:37]=3)[C@H:14]2[CH3:19])[CH:6]=[C:7]([C:9]([F:10])([F:11])[F:12])[CH:8]=1. The yield is 0.350. (4) The reactants are [C:1]([C:3]1[CH:8]=[CH:7][C:6]([C:9]2[N:10]=[C:11]([CH:14]([CH2:19][C:20]3[CH:25]=[CH:24][CH:23]=[CH:22][CH:21]=3)[C:15]([O:17]C)=[O:16])[NH:12][CH:13]=2)=[CH:5][CH:4]=1)#[N:2].C(=O)([O-])[O-:27].[K+].[K+].OO.[O-2].[Mg+2]. The catalyst is CS(C)=O. The product is [C:1]([C:3]1[CH:4]=[CH:5][C:6]([C:9]2[N:10]=[C:11]([CH:14]([CH2:19][C:20]3[CH:25]=[CH:24][CH:23]=[CH:22][CH:21]=3)[C:15]([OH:17])=[O:16])[NH:12][CH:13]=2)=[CH:7][CH:8]=1)(=[O:27])[NH2:2]. The yield is 0.670. (5) The reactants are [CH3:1][O:2][C:3]([C@@H:5]1[CH2:9][C@@H:8]([OH:10])[CH2:7][C@H:6]1[C:11](=[O:24])[NH:12][C@H:13]([C:17]([O:19][C:20]([CH3:23])([CH3:22])[CH3:21])=[O:18])[CH2:14][CH2:15][CH3:16])=[O:4].[C:25]1([C:31]2[CH:40]=[C:39](O)[C:38]3[C:33](=[CH:34][C:35]([O:42][CH3:43])=[CH:36][CH:37]=3)[N:32]=2)[CH:30]=[CH:29][CH:28]=[CH:27][CH:26]=1.C1C=CC(P(C2C=CC=CC=2)C2C=CC=CC=2)=CC=1.CC(OC(/N=N/C(OC(C)C)=O)=O)C. The catalyst is C1COCC1. The product is [CH3:1][O:2][C:3]([C@@H:5]1[CH2:9][C@H:8]([O:10][C:39]2[C:38]3[C:33](=[CH:34][C:35]([O:42][CH3:43])=[CH:36][CH:37]=3)[N:32]=[C:31]([C:25]3[CH:26]=[CH:27][CH:28]=[CH:29][CH:30]=3)[CH:40]=2)[CH2:7][C@H:6]1[C:11](=[O:24])[NH:12][C@H:13]([C:17]([O:19][C:20]([CH3:23])([CH3:22])[CH3:21])=[O:18])[CH2:14][CH2:15][CH3:16])=[O:4]. The yield is 0.780. (6) The yield is 0.640. The catalyst is CN(C=O)C. The reactants are [O:1]1[C:5]2[CH:6]=[CH:7][C:8]([C:10]3([C:13]([NH:15][C:16]4[CH:17]=[C:18]5[C:22](=[CH:23][CH:24]=4)[N:21]([CH2:25][CH2:26][CH2:27][C:28]([OH:30])=O)[C:20]([C:31]([CH3:34])([CH3:33])[CH3:32])=[CH:19]5)=[O:14])[CH2:12][CH2:11]3)=[CH:9][C:4]=2[O:3][CH2:2]1.CCN(CC)CC.CN(C(ON1N=NC2C=CC=CC1=2)=[N+](C)C)C.F[P-](F)(F)(F)(F)F.[CH2:66]([CH2:68][NH2:69])[OH:67]. The product is [O:1]1[C:5]2[CH:6]=[CH:7][C:8]([C:10]3([C:13]([NH:15][C:16]4[CH:17]=[C:18]5[C:22](=[CH:23][CH:24]=4)[N:21]([CH2:25][CH2:26][CH2:27][C:28]([NH:69][CH2:68][CH2:66][OH:67])=[O:30])[C:20]([C:31]([CH3:32])([CH3:34])[CH3:33])=[CH:19]5)=[O:14])[CH2:12][CH2:11]3)=[CH:9][C:4]=2[O:3][CH2:2]1. (7) The reactants are [Cl:1][C:2]1[CH:7]=[CH:6][CH:5]=[C:4]([F:8])[C:3]=1[OH:9].C([O-])([O-])=O.[Cs+].[Cs+].[CH2:16](Br)[C:17]1[CH:22]=[CH:21][CH:20]=[CH:19][CH:18]=1. The catalyst is CN(C=O)C.CCOC(C)=O. The product is [C:17]1([CH2:16][O:9][C:3]2[C:4]([F:8])=[CH:5][CH:6]=[CH:7][C:2]=2[Cl:1])[CH:22]=[CH:21][CH:20]=[CH:19][CH:18]=1. The yield is 0.920.